The task is: Regression. Given two drug SMILES strings and cell line genomic features, predict the synergy score measuring deviation from expected non-interaction effect.. This data is from NCI-60 drug combinations with 297,098 pairs across 59 cell lines. (1) Drug 1: CC1C(C(CC(O1)OC2CC(CC3=C2C(=C4C(=C3O)C(=O)C5=C(C4=O)C(=CC=C5)OC)O)(C(=O)CO)O)N)O.Cl. Drug 2: C1=CC(=CC=C1CCC2=CNC3=C2C(=O)NC(=N3)N)C(=O)NC(CCC(=O)O)C(=O)O. Cell line: HOP-62. Synergy scores: CSS=2.00, Synergy_ZIP=-1.22, Synergy_Bliss=-2.73, Synergy_Loewe=-5.51, Synergy_HSA=-3.74. (2) Drug 1: CC1=C2C(C(=O)C3(C(CC4C(C3C(C(C2(C)C)(CC1OC(=O)C(C(C5=CC=CC=C5)NC(=O)C6=CC=CC=C6)O)O)OC(=O)C7=CC=CC=C7)(CO4)OC(=O)C)O)C)OC(=O)C. Drug 2: C1CCC(C(C1)N)N.C(=O)(C(=O)[O-])[O-].[Pt+4]. Cell line: MCF7. Synergy scores: CSS=38.6, Synergy_ZIP=-5.36, Synergy_Bliss=-2.59, Synergy_Loewe=3.48, Synergy_HSA=4.88.